The task is: Regression. Given a peptide amino acid sequence and an MHC pseudo amino acid sequence, predict their binding affinity value. This is MHC class II binding data.. This data is from Peptide-MHC class II binding affinity with 134,281 pairs from IEDB. (1) The peptide sequence is VFLGSAHGIPKVPPG. The MHC is HLA-DPA10103-DPB10201 with pseudo-sequence HLA-DPA10103-DPB10201. The binding affinity (normalized) is 0.172. (2) The peptide sequence is YQVTYIVRGSGRVQV. The MHC is DRB1_0401 with pseudo-sequence DRB1_0401. The binding affinity (normalized) is 0.362. (3) The peptide sequence is EAVRHFPRPWLHGL. The MHC is DRB4_0101 with pseudo-sequence DRB4_0103. The binding affinity (normalized) is 0.480. (4) The peptide sequence is DDVLAILPIEDLKAL. The MHC is HLA-DQA10101-DQB10501 with pseudo-sequence HLA-DQA10101-DQB10501. The binding affinity (normalized) is 0.628. (5) The peptide sequence is YPSVMTFQEERIPSL. The MHC is DRB1_0101 with pseudo-sequence DRB1_0101. The binding affinity (normalized) is 0.219. (6) The peptide sequence is RTLNKIVYIKPAKNI. The MHC is DRB3_0202 with pseudo-sequence DRB3_0202. The binding affinity (normalized) is 0.746. (7) The peptide sequence is LVGAPFASLVATGLCFFGVA. The MHC is DRB5_0101 with pseudo-sequence DRB5_0101. The binding affinity (normalized) is 0.